From a dataset of Peptide-MHC class I binding affinity with 185,985 pairs from IEDB/IMGT. Regression. Given a peptide amino acid sequence and an MHC pseudo amino acid sequence, predict their binding affinity value. This is MHC class I binding data. (1) The peptide sequence is MKIEPERGAW. The MHC is Mamu-B17 with pseudo-sequence Mamu-B17. The binding affinity (normalized) is 0.822. (2) The peptide sequence is KLRRGDLPFV. The MHC is HLA-A02:06 with pseudo-sequence HLA-A02:06. The binding affinity (normalized) is 0.843.